From a dataset of NCI-60 drug combinations with 297,098 pairs across 59 cell lines. Regression. Given two drug SMILES strings and cell line genomic features, predict the synergy score measuring deviation from expected non-interaction effect. (1) Drug 1: C1=CN(C(=O)N=C1N)C2C(C(C(O2)CO)O)O.Cl. Drug 2: C(CC(=O)O)C(=O)CN.Cl. Cell line: RXF 393. Synergy scores: CSS=0.0315, Synergy_ZIP=-0.342, Synergy_Bliss=0.886, Synergy_Loewe=0.0704, Synergy_HSA=-0.279. (2) Drug 1: C1CN1C2=NC(=NC(=N2)N3CC3)N4CC4. Drug 2: CNC(=O)C1=NC=CC(=C1)OC2=CC=C(C=C2)NC(=O)NC3=CC(=C(C=C3)Cl)C(F)(F)F. Cell line: HT29. Synergy scores: CSS=1.50, Synergy_ZIP=-21.4, Synergy_Bliss=-47.6, Synergy_Loewe=-41.5, Synergy_HSA=-42.7. (3) Drug 2: C1=NC2=C(N=C(N=C2N1C3C(C(C(O3)CO)O)F)Cl)N. Drug 1: CN1C(=O)N2C=NC(=C2N=N1)C(=O)N. Cell line: SNB-19. Synergy scores: CSS=23.7, Synergy_ZIP=-2.84, Synergy_Bliss=-2.91, Synergy_Loewe=-83.5, Synergy_HSA=-4.87. (4) Drug 1: C(CC(=O)O)C(=O)CN.Cl. Drug 2: C1CNP(=O)(OC1)N(CCCl)CCCl. Cell line: ACHN. Synergy scores: CSS=-1.80, Synergy_ZIP=-2.77, Synergy_Bliss=-5.27, Synergy_Loewe=-4.98, Synergy_HSA=-4.87. (5) Drug 1: CC12CCC3C(C1CCC2O)C(CC4=C3C=CC(=C4)O)CCCCCCCCCS(=O)CCCC(C(F)(F)F)(F)F. Drug 2: COC1=NC(=NC2=C1N=CN2C3C(C(C(O3)CO)O)O)N. Cell line: SNB-75. Synergy scores: CSS=-5.71, Synergy_ZIP=3.71, Synergy_Bliss=1.30, Synergy_Loewe=-5.85, Synergy_HSA=-5.64. (6) Drug 1: C1=CC(=CC=C1CCC2=CNC3=C2C(=O)NC(=N3)N)C(=O)NC(CCC(=O)O)C(=O)O. Drug 2: C1=NC2=C(N1)C(=S)N=C(N2)N. Cell line: SN12C. Synergy scores: CSS=18.3, Synergy_ZIP=-13.2, Synergy_Bliss=-6.98, Synergy_Loewe=-4.04, Synergy_HSA=-2.08.